From a dataset of Reaction yield outcomes from USPTO patents with 853,638 reactions. Predict the reaction yield, written as a fraction of the theoretical maximum amount of product (1.0 means a 100% yield; for example, 0.34 means a 34% yield). (1) The reactants are [H-].[Na+].[C:3]([C:6]1[CH:10]=[C:9]([CH3:11])[S:8][C:7]=1[CH3:12])(=[O:5])[CH3:4].C[O:14][C:15](=O)[C:16]1[CH:21]=[CH:20][C:19]([C:22]([CH3:25])([CH3:24])[CH3:23])=[CH:18][CH:17]=1.Cl. The catalyst is O1CCCC1.O. The product is [C:22]([C:19]1[CH:18]=[CH:17][C:16]([C:15](=[O:14])[CH2:4][C:3]([C:6]2[CH:10]=[C:9]([CH3:11])[S:8][C:7]=2[CH3:12])=[O:5])=[CH:21][CH:20]=1)([CH3:25])([CH3:23])[CH3:24]. The yield is 0.730. (2) The reactants are [NH2:1][C:2]1[CH:7]=[CH:6][C:5]([CH3:8])=[CH:4][C:3]=1[OH:9].C([O-])([O-])=O.[K+].[K+].Br[CH:17]([CH2:23]Br)[C:18]([O:20][CH2:21][CH3:22])=[O:19]. The catalyst is CC(C)=O. The product is [CH3:8][C:5]1[CH:6]=[CH:7][C:2]2[NH:1][CH2:23][CH:17]([C:18]([O:20][CH2:21][CH3:22])=[O:19])[O:9][C:3]=2[CH:4]=1. The yield is 0.473. (3) The catalyst is CN(C)C=O.O. The product is [I-:1].[CH2:42]([C:37]1([O:36][C:34](=[O:35])[CH2:33][O:3][C:2]([C:5]2[CH:6]=[CH:7][C:8]([O:24][CH3:25])=[C:9]([S+:11]3[C:12]4[CH:23]=[CH:22][CH:21]=[CH:20][C:13]=4[C:14]4[CH:19]=[CH:18][CH:17]=[CH:16][C:15]3=4)[CH:10]=2)=[O:4])[CH2:41][CH2:40][CH2:39][CH2:38]1)[CH3:43]. The reactants are [I-:1].[C:2]([C:5]1[CH:6]=[CH:7][C:8]([O:24][CH3:25])=[C:9]([S+:11]2[C:15]3[CH:16]=[CH:17][CH:18]=[CH:19][C:14]=3[C:13]3[CH:20]=[CH:21][CH:22]=[CH:23][C:12]2=3)[CH:10]=1)([OH:4])=[O:3].C(=O)([O-])[O-].[Cs+].[Cs+].Br[CH2:33][C:34]([O:36][C:37]1([CH2:42][CH3:43])[CH2:41][CH2:40][CH2:39][CH2:38]1)=[O:35]. The yield is 0.970. (4) The catalyst is O1CCOCC1. The product is [Br:1][C:2]1[CH:3]=[C:4]([NH:5][C:11]2[N:16]=[C:15]([CH3:17])[CH:14]=[CH:13][N:12]=2)[CH:6]=[C:7]([Br:9])[CH:8]=1. The yield is 0.850. The reactants are [Br:1][C:2]1[CH:3]=[C:4]([CH:6]=[C:7]([Br:9])[CH:8]=1)[NH2:5].Cl[C:11]1[N:16]=[C:15]([CH3:17])[CH:14]=[CH:13][N:12]=1.C(O)(=O)C. (5) The reactants are [Cl:1][C:2]1[CH:3]=[C:4]([CH:6]=[C:7]([F:9])[CH:8]=1)[NH2:5].Br.Br[CH:12]([C:14]1[CH:15]=[C:16]([C:31]([N:33]([CH3:35])[CH3:34])=[O:32])[CH:17]=[C:18]2[C:23]=1[O:22][C:21]([N:24]1[CH2:29][CH2:28][O:27][CH2:26][CH2:25]1)=[CH:20][C:19]2=[O:30])[CH3:13]. No catalyst specified. The product is [Cl:1][C:2]1[CH:3]=[C:4]([NH:5][CH:12]([C:14]2[CH:15]=[C:16]([C:31]([N:33]([CH3:35])[CH3:34])=[O:32])[CH:17]=[C:18]3[C:23]=2[O:22][C:21]([N:24]2[CH2:29][CH2:28][O:27][CH2:26][CH2:25]2)=[CH:20][C:19]3=[O:30])[CH3:13])[CH:6]=[C:7]([F:9])[CH:8]=1. The yield is 0.750.